Dataset: Reaction yield outcomes from USPTO patents with 853,638 reactions. Task: Predict the reaction yield, written as a fraction of the theoretical maximum amount of product (1.0 means a 100% yield; for example, 0.34 means a 34% yield). The reactants are [CH3:1][O:2][C:3]([C:5]1[O:6][CH:7]=[CH:8][C:9](=[O:11])[CH:10]=1)=[O:4]. The catalyst is CO.[Pd]. The product is [CH3:1][O:2][C:3]([CH:5]1[CH2:10][CH:9]([OH:11])[CH2:8][CH2:7][O:6]1)=[O:4]. The yield is 0.480.